The task is: Predict the reactants needed to synthesize the given product.. This data is from Full USPTO retrosynthesis dataset with 1.9M reactions from patents (1976-2016). Given the product [CH:26]1([CH:30]([CH:20]2[CH2:25][CH2:24][CH2:23][CH2:22][CH2:21]2)[CH2:9][CH2:8][CH2:7][CH2:6][BH2:12])[CH2:3][CH2:2][CH2:1][CH2:28][CH2:27]1, predict the reactants needed to synthesize it. The reactants are: [CH:1]#[C:2][CH2:3]CC.[CH:6]1([BH:12]C2CCCCC2)CC[CH2:9][CH2:8][CH2:7]1.N1[CH:24]=[CH:23][CH:22]=[CH:21][C:20]=1[CH3:25].[CH2:26]1[CH2:30]O[CH2:28][CH2:27]1.